This data is from Forward reaction prediction with 1.9M reactions from USPTO patents (1976-2016). The task is: Predict the product of the given reaction. (1) The product is: [C:1]([C:5]1[C:6]([O:20][CH:21]([CH3:23])[CH3:22])=[C:7]([C:10]([CH3:19])=[C:11]([C:13]#[CH:14])[CH:12]=1)[CH:8]=[O:9])([CH3:4])([CH3:2])[CH3:3]. Given the reactants [C:1]([C:5]1[C:6]([O:20][CH:21]([CH3:23])[CH3:22])=[C:7]([C:10]([CH3:19])=[C:11]([C:13]#[C:14][Si](C)(C)C)[CH:12]=1)[CH:8]=[O:9])([CH3:4])([CH3:3])[CH3:2].C(=O)([O-])[O-].[K+].[K+], predict the reaction product. (2) Given the reactants C[N+]1([O-])CC[O:5]CC1.C([C:13]1[CH:18]=[C:17]([N+:19]([O-:21])=[O:20])[CH:16]=[CH:15][C:14]=1[CH:22]=[C:23]([CH3:25])[CH3:24])(C)(C)C.[OH2:26], predict the reaction product. The product is: [CH3:24][C:23]([OH:5])([CH3:25])[CH:22]([C:14]1[CH:15]=[CH:16][C:17]([N+:19]([O-:21])=[O:20])=[CH:18][CH:13]=1)[OH:26]. (3) Given the reactants Cl[CH2:2][CH2:3][C:4]([C:10]1[CH:15]=[CH:14][C:13]([F:16])=[CH:12][CH:11]=1)([OH:9])[CH2:5][CH2:6][CH:7]=[CH2:8].[F:17][CH:18]([F:31])[O:19][C:20]1[CH:25]=[CH:24][C:23]([C@@H:26]([N:28]=[C:29]=[O:30])[CH3:27])=[CH:22][CH:21]=1, predict the reaction product. The product is: [CH2:5]([C:4]1([C:10]2[CH:15]=[CH:14][C:13]([F:16])=[CH:12][CH:11]=2)[O:9][C:29](=[O:30])[N:28]([C@H:26]([C:23]2[CH:24]=[CH:25][C:20]([O:19][CH:18]([F:17])[F:31])=[CH:21][CH:22]=2)[CH3:27])[CH2:2][CH2:3]1)[CH2:6][CH:7]=[CH2:8]. (4) The product is: [I:16][CH2:2][CH2:3][CH2:4][N:5]1[C:9](=[O:10])[C:8]2=[CH:11][CH:12]=[CH:13][CH:14]=[C:7]2[C:6]1=[O:15]. Given the reactants Br[CH2:2][CH2:3][CH2:4][N:5]1[C:9](=[O:10])[C:8]2=[CH:11][CH:12]=[CH:13][CH:14]=[C:7]2[C:6]1=[O:15].[I-:16].[K+], predict the reaction product. (5) The product is: [OH:44][C:39]1[CH:40]=[CH:41][CH:42]=[CH:43][C:38]=1[C:29]1[N:28]=[C:6]([N:8]2[CH2:12][CH2:11][C@H:10]([CH2:13][NH:14][C:15](=[O:24])[O:16][CH2:17][C:18]3[CH:19]=[CH:20][CH:21]=[CH:22][CH:23]=3)[CH2:9]2)[C:36]2[C:31](=[CH:32][C:33]([CH3:37])=[CH:34][CH:35]=2)[N:30]=1. Given the reactants C(O[C:6]([N:8]1[CH2:12][CH2:11][C@H:10]([CH2:13][NH:14][C:15](=[O:24])[O:16][CH2:17][C:18]2[CH:23]=[CH:22][CH:21]=[CH:20][CH:19]=2)[CH2:9]1)=O)(C)(C)C.Cl.ClC1[C:36]2[C:31](=[CH:32][C:33]([CH3:37])=[CH:34][CH:35]=2)[N:30]=[C:29]([C:38]2[CH:43]=[CH:42][CH:41]=[CH:40][C:39]=2[OH:44])[N:28]=1.C(N(CC)CC)C, predict the reaction product. (6) Given the reactants [OH:1][C:2]1[CH:7]=[C:6]([OH:8])[N:5]=[C:4]([S:9][CH3:10])[N:3]=1.FC(F)(F)C(O)=O.[N+:18]([O-])([OH:20])=[O:19], predict the reaction product. The product is: [OH:1][C:2]1[C:7]([N+:18]([O-:20])=[O:19])=[C:6]([OH:8])[N:5]=[C:4]([S:9][CH3:10])[N:3]=1.